Dataset: Peptide-MHC class I binding affinity with 185,985 pairs from IEDB/IMGT. Task: Regression. Given a peptide amino acid sequence and an MHC pseudo amino acid sequence, predict their binding affinity value. This is MHC class I binding data. (1) The peptide sequence is KLNHHKPPT. The MHC is HLA-A03:01 with pseudo-sequence HLA-A03:01. The binding affinity (normalized) is 0.0847. (2) The binding affinity (normalized) is 0.888. The peptide sequence is YLLEMLWRL. The MHC is HLA-A02:03 with pseudo-sequence HLA-A02:03. (3) The peptide sequence is MEKTHNLMA. The MHC is HLA-A02:16 with pseudo-sequence HLA-A02:16. The binding affinity (normalized) is 0.0847. (4) The peptide sequence is TEAFEKMVSL. The MHC is HLA-B44:03 with pseudo-sequence HLA-B44:03. The binding affinity (normalized) is 0.200. (5) The peptide sequence is KEKDMTKEF. The MHC is HLA-A31:01 with pseudo-sequence HLA-A31:01. The binding affinity (normalized) is 0.0847.